From a dataset of Forward reaction prediction with 1.9M reactions from USPTO patents (1976-2016). Predict the product of the given reaction. Given the reactants [CH:1]1([CH2:7][O:8][C:9]2[C:10]3[N:11]([C:15]([C:19]([O:21]N4C5C=CC=CC=5N=N4)=O)=[C:16]([CH3:18])[N:17]=3)[CH:12]=[CH:13][CH:14]=2)[CH2:6][CH2:5][CH2:4][CH2:3][CH2:2]1.ClCCl.[C:34]1([C@@H:40]([NH2:42])[CH3:41])[CH:39]=[CH:38][CH:37]=[CH:36][CH:35]=1.C(N(CC)CC)C, predict the reaction product. The product is: [CH:1]1([CH2:7][O:8][C:9]2[C:10]3[N:11]([C:15]([C:19]([NH:42][C@H:40]([C:34]4[CH:39]=[CH:38][CH:37]=[CH:36][CH:35]=4)[CH3:41])=[O:21])=[C:16]([CH3:18])[N:17]=3)[CH:12]=[CH:13][CH:14]=2)[CH2:2][CH2:3][CH2:4][CH2:5][CH2:6]1.